This data is from Full USPTO retrosynthesis dataset with 1.9M reactions from patents (1976-2016). The task is: Predict the reactants needed to synthesize the given product. (1) Given the product [CH3:13][C:12]([S:10]([NH:9][C@@H:8]([C:5]1[CH:4]=[N:3][C:2]([CH3:1])=[CH:7][N:6]=1)[CH3:19])=[O:11])([CH3:15])[CH3:14], predict the reactants needed to synthesize it. The reactants are: [CH3:1][C:2]1[N:3]=[CH:4][C:5]([CH:8]=[N:9][S:10]([C:12]([CH3:15])([CH3:14])[CH3:13])=[O:11])=[N:6][CH:7]=1.C[Mg+].[Br-].[CH3:19]C1N=CC(C=O)=NC=1.CC([S@@](N)=O)(C)C. (2) The reactants are: C[C:2]1[CH:7]=[CH:6][C:5]2[NH:8][C:9]3[C:14]([C:15](=[O:16])[C:4]=2[CH:3]=1)=[CH:13][C:12]1[NH:17][C:18]2[CH:25]=[CH:24][C:23](C)=[CH:22][C:19]=2[C:20](=[O:21])[C:11]=1[CH:10]=3.C=O.C1(S(O)(=O)=O)C2C(=CC=CC=2)C=CC=1.C1C=C2C(C3C(NC2=CC=1)=CC1C(C2C(NC=1C=3)=CC=CC=2)=O)=O.C=O.C1(S(O)(=O)=O)C2C(=CC=CC=2)C=CC=1. Given the product [CH:23]1[CH:22]=[C:19]2[C:20]([C:11]3[C:12]([NH:17][C:18]2=[CH:25][CH:24]=1)=[CH:13][C:14]1[C:15]([C:4]2[C:5]([NH:8][C:9]=1[CH:10]=3)=[CH:6][CH:7]=[CH:2][CH:3]=2)=[O:16])=[O:21], predict the reactants needed to synthesize it. (3) Given the product [N:2]1[C:11]2[C:6](=[CH:7][C:8]([C:23]3[CH:24]=[N:25][N:26]([C:29]4[CH:34]=[CH:33][CH:32]=[CH:31][C:30]=4[CH3:35])[C:27]=3[NH2:28])=[CH:9][CH:10]=2)[N:5]=[CH:4][CH:3]=1, predict the reactants needed to synthesize it. The reactants are: Cl.[N:2]1[C:11]2[C:6](=[CH:7][C:8](OB(O)O)=[CH:9][CH:10]=2)[N:5]=[CH:4][CH:3]=1.C(=O)([O-])[O-].[Na+].[Na+].Br[C:23]1[CH:24]=[N:25][N:26]([C:29]2[CH:34]=[CH:33][CH:32]=[CH:31][C:30]=2[CH3:35])[C:27]=1[NH2:28].O.